From a dataset of Catalyst prediction with 721,799 reactions and 888 catalyst types from USPTO. Predict which catalyst facilitates the given reaction. (1) Reactant: [Cl:1][C:2]1[S:6][C:5]([C:7]2[CH:12]=[CH:11][N:10]=[C:9]3[N:13](C(=O)C)[CH:14]=[CH:15][C:8]=23)=[CH:4][CH:3]=1.C(N(CC)CC)C. Product: [Cl:1][C:2]1[S:6][C:5]([C:7]2[CH:12]=[CH:11][N:10]=[C:9]3[NH:13][CH:14]=[CH:15][C:8]=23)=[CH:4][CH:3]=1. The catalyst class is: 5. (2) Reactant: [CH3:1][C@@H:2]1[CH2:6][CH2:5][NH:4][CH2:3]1.F[C:8]1[CH:13]=[CH:12][C:11]([N+:14]([O-:16])=[O:15])=[C:10]([C:17]([F:20])([F:19])[F:18])[CH:9]=1.CCN(CC)CC. Product: [CH3:1][C@H:2]1[CH2:6][CH2:5][N:4]([C:8]2[CH:13]=[CH:12][C:11]([N+:14]([O-:16])=[O:15])=[C:10]([C:17]([F:18])([F:20])[F:19])[CH:9]=2)[CH2:3]1. The catalyst class is: 10. (3) Reactant: [CH3:1][C:2]([C:4]1[CH:9]=[CH:8][C:7]([C:10]#[N:11])=[CH:6][CH:5]=1)=[O:3].[Br:12]Br. Product: [C:10]([C:7]1[CH:8]=[CH:9][C:4]([C:2](=[O:3])[CH2:1][Br:12])=[CH:5][CH:6]=1)#[N:11]. The catalyst class is: 4. (4) Reactant: [F:1][C:2]1[CH:7]=[CH:6][C:5]([CH:8]([NH:10][C:11]2[N:16]=[C:15]([C:17]3[CH:18]=[C:19]([CH:22]=[CH:23][CH:24]=3)[CH:20]=O)[CH:14]=[N:13][CH:12]=2)[CH3:9])=[CH:4][CH:3]=1.[S:25]1[CH2:29][C:28](=[O:30])[NH:27][C:26]1=[O:31].N1CCCCC1. Product: [F:1][C:2]1[CH:3]=[CH:4][C:5]([CH:8]([NH:10][C:11]2[N:16]=[C:15]([C:17]3[CH:18]=[C:19]([CH:22]=[CH:23][CH:24]=3)/[CH:20]=[C:29]3\[C:28](=[O:30])[NH:27][C:26](=[O:31])[S:25]\3)[CH:14]=[N:13][CH:12]=2)[CH3:9])=[CH:6][CH:7]=1. The catalyst class is: 8. (5) Reactant: [CH:1]12[NH:8][CH:5]([CH2:6][CH2:7]1)[CH2:4][CH:3]([N:9]1[CH2:14][CH2:13][N:12]([C:15]([O:17][C:18]([CH3:21])([CH3:20])[CH3:19])=[O:16])[CH2:11][CH2:10]1)[CH2:2]2.CCN=C=NCCCN(C)C.[CH:33](O)=[O:34]. Product: [CH:33]([N:8]1[CH:1]2[CH2:7][CH2:6][CH:5]1[CH2:4][CH:3]([N:9]1[CH2:10][CH2:11][N:12]([C:15]([O:17][C:18]([CH3:21])([CH3:20])[CH3:19])=[O:16])[CH2:13][CH2:14]1)[CH2:2]2)=[O:34]. The catalyst class is: 2.